From a dataset of Full USPTO retrosynthesis dataset with 1.9M reactions from patents (1976-2016). Predict the reactants needed to synthesize the given product. (1) Given the product [CH2:1]([N:8]1[CH2:14][C:13]2[CH:16]=[CH:17][C:18]([F:21])=[C:19]([Br:20])[C:12]=2[O:11][CH2:10][CH2:9]1)[C:2]1[CH:3]=[CH:4][CH:5]=[CH:6][CH:7]=1, predict the reactants needed to synthesize it. The reactants are: [CH2:1]([N:8]1[C:14](=O)[C:13]2[CH:16]=[CH:17][C:18]([F:21])=[C:19]([Br:20])[C:12]=2[O:11][CH2:10][CH2:9]1)[C:2]1[CH:7]=[CH:6][CH:5]=[CH:4][CH:3]=1.B.O1CCCC1.CO. (2) Given the product [F:18][C:2]([F:1])([F:17])[C:3]([C:5]1[C:13]2[C:8](=[CH:9][CH:10]=[CH:11][CH:12]=2)[N:7]([CH2:14][C:15]#[C:16][C:23]2[CH:24]=[CH:25][C:20]([I:19])=[CH:21][CH:22]=2)[CH:6]=1)=[O:4], predict the reactants needed to synthesize it. The reactants are: [F:1][C:2]([F:18])([F:17])[C:3]([C:5]1[C:13]2[C:8](=[CH:9][CH:10]=[CH:11][CH:12]=2)[N:7]([CH2:14][C:15]#[CH:16])[CH:6]=1)=[O:4].[I:19][C:20]1[CH:25]=[CH:24][C:23](I)=[CH:22][CH:21]=1. (3) Given the product [CH3:24][O:25][C:26]1[CH:31]=[CH:30][C:29]([C:3]2[CH:2]=[CH:7][CH:6]=[C:5]([C:8]3[N:9]=[C:10]([C:14]4[CH:15]=[CH:16][C:17]([C:20]([F:21])([F:23])[F:22])=[CH:18][CH:19]=4)[O:11][C:12]=3[CH3:13])[CH:4]=2)=[CH:28][CH:27]=1, predict the reactants needed to synthesize it. The reactants are: Br[C:2]1[CH:7]=[CH:6][C:5]([C:8]2[N:9]=[C:10]([C:14]3[CH:19]=[CH:18][C:17]([C:20]([F:23])([F:22])[F:21])=[CH:16][CH:15]=3)[O:11][C:12]=2[CH3:13])=[CH:4][CH:3]=1.[CH3:24][O:25][C:26]1[CH:31]=[CH:30][C:29](B(O)O)=[CH:28][CH:27]=1. (4) The reactants are: Br[C:2]1[CH:3]=[N:4][C:5]([C:8]([F:11])([F:10])[F:9])=[N:6][CH:7]=1.CCCCCC.C([Li])CCC.[CH:23](=[N:26][S@:27]([C:29]([CH3:32])([CH3:31])[CH3:30])=[O:28])[CH2:24][CH3:25].[Cl-].[NH4+]. Given the product [F:9][C:8]([F:11])([F:10])[C:5]1[N:4]=[CH:3][C:2]([C@H:23]([NH:26][S@:27]([C:29]([CH3:32])([CH3:31])[CH3:30])=[O:28])[CH2:24][CH3:25])=[CH:7][N:6]=1, predict the reactants needed to synthesize it. (5) Given the product [NH2:36][C@H:31]1[CH2:32][C@@H:33]([CH3:35])[CH2:34][N:29]([C:21]2[C:20]([NH:19][C:15]([C:13]3[CH:12]=[CH:11][C:10]([F:18])=[C:9]([C:3]4[C:4]([F:8])=[CH:5][CH:6]=[CH:7][C:2]=4[F:1])[N:14]=3)=[O:17])=[CH:25][N:24]=[C:23]3[O:26][CH2:27][CH2:28][C:22]=23)[CH2:30]1, predict the reactants needed to synthesize it. The reactants are: [F:1][C:2]1[CH:7]=[CH:6][CH:5]=[C:4]([F:8])[C:3]=1[C:9]1[N:14]=[C:13]([C:15]([OH:17])=O)[CH:12]=[CH:11][C:10]=1[F:18].[NH2:19][C:20]1[C:21]([N:29]2[CH2:34][C@H:33]([CH3:35])[CH2:32][C@H:31]([NH:36]C(=O)OC(C)(C)C)[CH2:30]2)=[C:22]2[CH2:28][CH2:27][O:26][C:23]2=[N:24][CH:25]=1.CN(C(ON1N=NC2C=CC=NC1=2)=[N+](C)C)C.F[P-](F)(F)(F)(F)F.CCN(C(C)C)C(C)C. (6) Given the product [CH:23]([C:2]1[C:11]2[C:6](=[CH:7][C:8]([O:14][CH3:15])=[C:9]([O:12][CH3:13])[CH:10]=2)[CH:5]=[C:4]([NH:16][C:17]2[CH:21]=[C:20]([CH3:22])[NH:19][N:18]=2)[N:3]=1)([CH3:25])[CH3:24], predict the reactants needed to synthesize it. The reactants are: Cl[C:2]1[C:11]2[C:6](=[CH:7][C:8]([O:14][CH3:15])=[C:9]([O:12][CH3:13])[CH:10]=2)[CH:5]=[C:4]([NH:16][C:17]2[CH:21]=[C:20]([CH3:22])[NH:19][N:18]=2)[N:3]=1.[C:23](B1OC(C)(C)C(C)(C)O1)([CH3:25])=[CH2:24]. (7) Given the product [P:40]([OH:7])([OH:43])([OH:42])=[O:41].[CH3:1][C:2]1[CH:26]=[CH:25][C:5]([C:6]([NH:8][C:9]2[CH:14]=[C:13]([C:15]([F:16])([F:17])[F:18])[CH:12]=[C:11]([N:19]3[CH:23]=[C:22]([CH3:24])[N:21]=[CH:20]3)[CH:10]=2)=[O:7])=[CH:4][C:3]=1[NH:27][C:28]1[N:33]=[C:32]([C:34]2[CH:35]=[N:36][CH:37]=[CH:38][CH:39]=2)[CH:31]=[CH:30][N:29]=1, predict the reactants needed to synthesize it. The reactants are: [CH3:1][C:2]1[CH:26]=[CH:25][C:5]([C:6]([NH:8][C:9]2[CH:14]=[C:13]([C:15]([F:18])([F:17])[F:16])[CH:12]=[C:11]([N:19]3[CH:23]=[C:22]([CH3:24])[N:21]=[CH:20]3)[CH:10]=2)=[O:7])=[CH:4][C:3]=1[NH:27][C:28]1[N:33]=[C:32]([C:34]2[CH:35]=[N:36][CH:37]=[CH:38][CH:39]=2)[CH:31]=[CH:30][N:29]=1.[P:40]([OH:43])([OH:42])[OH:41].